From a dataset of Forward reaction prediction with 1.9M reactions from USPTO patents (1976-2016). Predict the product of the given reaction. (1) Given the reactants [Br:1][C:2]1[CH:3]=[C:4]([OH:9])[CH:5]=[CH:6][C:7]=1[CH3:8].C(N(C(C)C)CC)(C)C.[CH3:19][O:20][CH2:21]Cl.O, predict the reaction product. The product is: [Br:1][C:2]1[CH:3]=[C:4]([O:9][CH2:19][O:20][CH3:21])[CH:5]=[CH:6][C:7]=1[CH3:8]. (2) Given the reactants [Si]([O:8][CH2:9][C@@H:10]1[N:14]([CH2:15][C@@H:16]2[CH2:18][O:17]2)[C:13](=[O:19])[CH2:12][CH2:11]1)(C(C)(C)C)(C)C.CCCC[N+](CCCC)(CCCC)CCCC.[F-], predict the reaction product. The product is: [OH:8][CH2:9][C@@H:10]1[N:14]([CH2:15][C@@H:16]2[CH2:18][O:17]2)[C:13](=[O:19])[CH2:12][CH2:11]1. (3) The product is: [CH3:8][CH:7]([CH3:9])[CH2:6][CH:5]([C:10]1[CH:11]=[C:12]([C:24]2[CH:25]=[CH:26][C:27]([C:30]([F:31])([F:32])[F:33])=[CH:28][CH:29]=2)[CH:13]=[C:14]([C:39]2[CH:38]=[C:37]([C:36]([F:51])([F:50])[F:35])[CH:42]=[C:41]([C:43]([F:46])([F:45])[F:44])[CH:40]=2)[CH:15]=1)[C:4]([OH:34])=[O:3]. Given the reactants C([O:3][C:4](=[O:34])[CH:5]([C:10]1[CH:11]=[C:12]([C:24]2[CH:29]=[CH:28][C:27]([C:30]([F:33])([F:32])[F:31])=[CH:26][CH:25]=2)[CH:13]=[C:14](OS(C(F)(F)F)(=O)=O)[CH:15]=1)[CH2:6][CH:7]([CH3:9])[CH3:8])C.[F:35][C:36]([F:51])([F:50])[C:37]1[CH:38]=[C:39](B(O)O)[CH:40]=[C:41]([C:43]([F:46])([F:45])[F:44])[CH:42]=1, predict the reaction product. (4) The product is: [Cl:38][C:36]1[S:37][C:33]([CH2:32][N:6]2[C:2]([CH3:1])=[N:3][C:4]([C:7]3[O:11][N:10]=[C:9]([C:12]4[CH:13]=[CH:14][C:15]([O:18][C:19]([F:22])([F:20])[F:21])=[CH:16][CH:17]=4)[N:8]=3)=[N:5]2)=[CH:34][N:35]=1. Given the reactants [CH3:1][C:2]1[NH:6][N:5]=[C:4]([C:7]2[O:11][N:10]=[C:9]([C:12]3[CH:17]=[CH:16][C:15]([O:18][C:19]([F:22])([F:21])[F:20])=[CH:14][CH:13]=3)[N:8]=2)[N:3]=1.C([O-])([O-])=O.[K+].[K+].[Na+].[I-].Cl[CH2:32][C:33]1[S:37][C:36]([Cl:38])=[N:35][CH:34]=1, predict the reaction product. (5) The product is: [Br:15][C:3]1[N:4]2[CH:9]=[CH:8][N:7]=[CH:6][C:5]2=[N:1][CH:2]=1. Given the reactants [N:1]1[CH:2]=[CH:3][N:4]2[CH:9]=[CH:8][N:7]=[CH:6][C:5]=12.C([O-])(=O)C.[Na+].[Br-:15].[K+].BrBr, predict the reaction product.